From a dataset of Reaction yield outcomes from USPTO patents with 853,638 reactions. Predict the reaction yield, written as a fraction of the theoretical maximum amount of product (1.0 means a 100% yield; for example, 0.34 means a 34% yield). (1) The reactants are [CH3:1][N:2]([CH3:25])[CH2:3][CH2:4][NH:5][C:6]([C:8]1[CH:17]=[C:16]2[C:11]([C:12]([N:19]3[CH2:24][CH2:23][O:22][CH2:21][CH2:20]3)=[N:13][C:14](Cl)=[N:15]2)=[CH:10][CH:9]=1)=[O:7].[CH3:26][N:27]([CH3:55])[C:28](=[O:54])[C:29]1[CH:34]=[CH:33][C:32]([NH:35][C:36]([NH:38][C:39]2[CH:44]=[CH:43][C:42](B3OC(C)(C)C(C)(C)O3)=[CH:41][CH:40]=2)=[O:37])=[CH:31][CH:30]=1.C(=O)([O-])[O-].[Cs+].[Cs+].C(O)(C(F)(F)F)=O. The catalyst is O.C(#N)C.Cl[Pd](Cl)([P](C1C=CC=CC=1)(C1C=CC=CC=1)C1C=CC=CC=1)[P](C1C=CC=CC=1)(C1C=CC=CC=1)C1C=CC=CC=1.CN(C=O)C. The product is [CH3:1][N:2]([CH3:25])[CH2:3][CH2:4][NH:5][C:6]([C:8]1[CH:17]=[C:16]2[C:11]([C:12]([N:19]3[CH2:24][CH2:23][O:22][CH2:21][CH2:20]3)=[N:13][C:14]([C:42]3[CH:41]=[CH:40][C:39]([NH:38][C:36]([NH:35][C:32]4[CH:33]=[CH:34][C:29]([C:28](=[O:54])[N:27]([CH3:26])[CH3:55])=[CH:30][CH:31]=4)=[O:37])=[CH:44][CH:43]=3)=[N:15]2)=[CH:10][CH:9]=1)=[O:7]. The yield is 0.100. (2) The reactants are [C:1]([O:5][C:6]([N:8]1[CH2:12][CH2:11][CH2:10][C@H:9]1[C:13]1[NH:14][C:15]([C:18]2[CH:19]=[N:20][C:21]([C:24]3[CH:29]=[CH:28][C:27]([C:30]4[NH:31][C:32]([C@@H:35]5[CH2:39][CH2:38][CH2:37][N:36]5C(OCC5C=CC=CC=5)=O)=[N:33][CH:34]=4)=[CH:26][CH:25]=3)=[N:22][CH:23]=2)=[CH:16][N:17]=1)=[O:7])([CH3:4])([CH3:3])[CH3:2].C([O-])([O-])=O.[K+].[K+].O. The catalyst is CO.[Pd]. The product is [C:1]([O:5][C:6]([N:8]1[CH2:12][CH2:11][CH2:10][C@H:9]1[C:13]1[NH:14][C:15]([C:18]2[CH:23]=[N:22][C:21]([C:24]3[CH:29]=[CH:28][C:27]([C:30]4[NH:31][C:32]([C@@H:35]5[CH2:39][CH2:38][CH2:37][NH:36]5)=[N:33][CH:34]=4)=[CH:26][CH:25]=3)=[N:20][CH:19]=2)=[CH:16][N:17]=1)=[O:7])([CH3:4])([CH3:2])[CH3:3]. The yield is 0.560. (3) The reactants are [C:1]([O:5][C@@H:6]([C:12]1[C:37]([CH3:38])=[N:36][C:35]2=[CH:39][C:32]3=[N:33][N:34]2[C:13]=1[N:14]1[CH2:43][CH2:42][C:17]([CH3:44])([O:18][CH2:19][CH2:20][CH2:21][CH2:22][C:23]2[CH:24]=[C:25]([F:41])[C:26]([F:40])=[CH:27][C:28]=2[CH2:29][O:30][CH2:31]3)[CH2:16][CH2:15]1)[C:7]([O:9]CC)=[O:8])([CH3:4])([CH3:3])[CH3:2].[OH-].[Na+]. The catalyst is CCO. The product is [C:1]([O:5][C@@H:6]([C:12]1[C:37]([CH3:38])=[N:36][C:35]2=[CH:39][C:32]3=[N:33][N:34]2[C:13]=1[N:14]1[CH2:43][CH2:42][C:17]([CH3:44])([O:18][CH2:19][CH2:20][CH2:21][CH2:22][C:23]2[CH:24]=[C:25]([F:41])[C:26]([F:40])=[CH:27][C:28]=2[CH2:29][O:30][CH2:31]3)[CH2:16][CH2:15]1)[C:7]([OH:9])=[O:8])([CH3:4])([CH3:2])[CH3:3]. The yield is 0.556. (4) The reactants are [C:1]([NH:4][C:5]1[S:6][CH:7]=[C:8]([C:10]2[CH:15]=[CH:14][C:13]([N:16]3[C:20]([Cl:21])=[CH:19][C:18]([NH:22][C:23]([NH:25][C:26]4[CH:31]=[CH:30][CH:29]=[C:28]([C:32]([O:34]C)=[O:33])[CH:27]=4)=[O:24])=[C:17]3[C:36](OCC)=[O:37])=[CH:12][CH:11]=2)[N:9]=1)(=[O:3])[CH3:2].C1COCC1.CC(C)([O-])C.[K+]. The catalyst is CCO. The product is [C:1]([NH:4][C:5]1[S:6][CH:7]=[C:8]([C:10]2[CH:15]=[CH:14][C:13]([N:16]3[C:17]4[C:36](=[O:37])[N:25]([C:26]5[CH:27]=[C:28]([CH:29]=[CH:30][CH:31]=5)[C:32]([OH:34])=[O:33])[C:23](=[O:24])[NH:22][C:18]=4[CH:19]=[C:20]3[Cl:21])=[CH:12][CH:11]=2)[N:9]=1)(=[O:3])[CH3:2]. The yield is 0.630. (5) The reactants are [CH2:1]([C:3]1[CH:8]=[C:7]([O:9][CH2:10][O:11][CH2:12][CH2:13][Si:14]([CH3:17])([CH3:16])[CH3:15])[CH:6]=[CH:5][C:4]=1[C:18]1[N+:23]([O-])=[CH:22][C:21]2[CH:25]=[N:26][N:27]([CH2:28][O:29][CH2:30][CH2:31][Si:32]([CH3:35])([CH3:34])[CH3:33])[C:20]=2[CH:19]=1)[CH3:2].C(OC(=O)C)(=[O:38])C. The catalyst is C1COCC1. The product is [CH2:1]([C:3]1[CH:8]=[C:7]([O:9][CH2:10][O:11][CH2:12][CH2:13][Si:14]([CH3:17])([CH3:16])[CH3:15])[CH:6]=[CH:5][C:4]=1[C:18]1[N:23]=[C:22]([OH:38])[C:21]2[CH:25]=[N:26][N:27]([CH2:28][O:29][CH2:30][CH2:31][Si:32]([CH3:35])([CH3:34])[CH3:33])[C:20]=2[CH:19]=1)[CH3:2]. The yield is 0.630. (6) The reactants are [CH2:1]([O:3][P:4]([C:9]1[CH:10]=[C:11]([C:14]2[S:15][C:16](I)=[CH:17][C:18]=2[P:19]([O:24][CH2:25][CH3:26])([O:21][CH2:22][CH3:23])=[O:20])[S:12][CH:13]=1)([O:6][CH2:7][CH3:8])=[O:5])[CH3:2].C([Sn](CCCC)(CCCC)[C:33]1[S:34][CH:35]=[CH:36][C:37]=1[P:38]([O:43][CH2:44][CH3:45])([O:40][CH2:41][CH3:42])=[O:39])CCC.[Cu]C#N.[F-].[K+]. The catalyst is C1(C)C=CC=CC=1. The product is [CH2:22]([O:21][P:19]([C:18]1[CH:17]=[CH:16][S:15][C:14]=1[C:11]1[S:12][C:13]([C:35]2[S:34][CH:33]=[C:37]([P:38]([O:40][CH2:41][CH3:42])([O:43][CH2:44][CH3:45])=[O:39])[CH:36]=2)=[C:9]([P:4]([O:6][CH2:7][CH3:8])([O:3][CH2:1][CH3:2])=[O:5])[CH:10]=1)([O:24][CH2:25][CH3:26])=[O:20])[CH3:23]. The yield is 0.700. (7) The reactants are [OH:1][C:2]1[C:7](=[O:8])N[C:5]([C:9]2([O:13][CH2:14][CH2:15][CH2:16]O)[CH2:12][CH2:11][CH2:10]2)=[N:4][C:3]=1[C:18]([O:20][CH2:21][CH3:22])=[O:19].[Cl-].[CH2:24](N(CC)CC)C.C(=O)([O-])[O-].[K+].[K+]. The catalyst is O1CCCC1. The product is [OH:1][C:2]1[C:7](=[O:8])[CH:24]2[CH2:16][CH2:15][CH2:14][O:13][C:9]3([CH2:12][CH2:11][CH2:10]3)[C:5]2=[N:4][C:3]=1[C:18]([O:20][CH2:21][CH3:22])=[O:19]. The yield is 0.190.